Dataset: Full USPTO retrosynthesis dataset with 1.9M reactions from patents (1976-2016). Task: Predict the reactants needed to synthesize the given product. Given the product [N+:11]([C:7]1[C:8]([NH2:1])=[CH:9][C:4]([C:3]([F:15])([F:14])[F:2])=[N:5][CH:6]=1)([O-:13])=[O:12], predict the reactants needed to synthesize it. The reactants are: [NH3:1].[F:2][C:3]([F:15])([F:14])[C:4]1[CH:9]=[C:8](Cl)[C:7]([N+:11]([O-:13])=[O:12])=[CH:6][N:5]=1.